Dataset: Reaction yield outcomes from USPTO patents with 853,638 reactions. Task: Predict the reaction yield, written as a fraction of the theoretical maximum amount of product (1.0 means a 100% yield; for example, 0.34 means a 34% yield). (1) The reactants are Cl[C:2]([O:4][C:5]1[CH:10]=[CH:9][CH:8]=[CH:7][CH:6]=1)=[O:3].[O:11]([C:18]1[CH:19]=[C:20]([CH:23]=[CH:24][CH:25]=1)[CH2:21][NH2:22])[C:12]1[CH:17]=[CH:16][CH:15]=[CH:14][CH:13]=1.C(N(CC)CC)C. The catalyst is O1CCCC1.[Cl-].[Na+].O. The product is [C:5]1([O:4][C:2](=[O:3])[NH:22][CH2:21][C:20]2[CH:23]=[CH:24][CH:25]=[C:18]([O:11][C:12]3[CH:17]=[CH:16][CH:15]=[CH:14][CH:13]=3)[CH:19]=2)[CH:10]=[CH:9][CH:8]=[CH:7][CH:6]=1. The yield is 0.880. (2) The reactants are S(S([O-])=O)([O-])=O.[Na+].[Na+].[CH2:9]([O:16][C:17]1[CH:24]=[CH:23][C:20]([CH:21]=O)=[CH:19][CH:18]=1)[C:10]1[CH:15]=[CH:14][CH:13]=[CH:12][CH:11]=1.[NH2:25][C:26]1[C:31]([N+:32]([O-])=O)=[C:30]([CH2:35][C:36]([O:38][CH2:39][CH3:40])=[O:37])[CH:29]=[CH:28][N:27]=1.[NH4+].[OH-]. The catalyst is CCO. The product is [CH2:9]([O:16][C:17]1[CH:24]=[CH:23][C:20]([C:21]2[NH:25][C:26]3=[N:27][CH:28]=[CH:29][C:30]([CH2:35][C:36]([O:38][CH2:39][CH3:40])=[O:37])=[C:31]3[N:32]=2)=[CH:19][CH:18]=1)[C:10]1[CH:15]=[CH:14][CH:13]=[CH:12][CH:11]=1. The yield is 0.130. (3) The yield is 0.527. The catalyst is [Cu]I. The reactants are I[C:2]1[C:10]2[C:5](=[CH:6][N:7]=[C:8]([C:11]3[CH:12]=[N:13][CH:14]=[CH:15][CH:16]=3)[CH:9]=2)[N:4]([CH2:17][O:18][CH2:19][CH2:20][Si:21]([CH3:24])([CH3:23])[CH3:22])[N:3]=1.[O:25]=[C:26]1[C:30]2([CH2:35][CH2:34][N:33]([C:36]([O:38][CH2:39][C:40]3[CH:45]=[CH:44][CH:43]=[CH:42][CH:41]=3)=[O:37])[CH2:32][CH2:31]2)[CH2:29][CH2:28][NH:27]1.CNCCNC.C(=O)([O-])[O-].[Cs+].[Cs+].O1CCOCC1. The product is [O:25]=[C:26]1[C:30]2([CH2:35][CH2:34][N:33]([C:36]([O:38][CH2:39][C:40]3[CH:41]=[CH:42][CH:43]=[CH:44][CH:45]=3)=[O:37])[CH2:32][CH2:31]2)[CH2:29][CH2:28][N:27]1[C:2]1[C:10]2[C:5](=[CH:6][N:7]=[C:8]([C:11]3[CH:12]=[N:13][CH:14]=[CH:15][CH:16]=3)[CH:9]=2)[N:4]([CH2:17][O:18][CH2:19][CH2:20][Si:21]([CH3:24])([CH3:23])[CH3:22])[N:3]=1. (4) The reactants are Br[C:2]1[CH:3]=[C:4]([CH:15]=[C:16]([O:20][CH3:21])[C:17]=1[O:18][CH3:19])[CH2:5][NH:6][C@@H:7]([C:9]1[CH:14]=[CH:13][CH:12]=[CH:11][CH:10]=1)[CH3:8].[CH3:22][O:23][C:24]1[CH:29]=[CH:28][C:27](B(O)O)=[CH:26][CH:25]=1.C([O-])([O-])=O.[Na+].[Na+].C1C=CC(P(C2C=CC=CC=2)C2C=CC=CC=2)=CC=1.C([O-])(O)=O.[Na+]. The catalyst is C1(C)C=CC=CC=1.CCOC(C)=O.C1C=CC([P]([Pd]([P](C2C=CC=CC=2)(C2C=CC=CC=2)C2C=CC=CC=2)([P](C2C=CC=CC=2)(C2C=CC=CC=2)C2C=CC=CC=2)[P](C2C=CC=CC=2)(C2C=CC=CC=2)C2C=CC=CC=2)(C2C=CC=CC=2)C2C=CC=CC=2)=CC=1.CCO. The product is [CH3:22][O:23][C:24]1[CH:29]=[CH:28][C:27]([C:2]2[CH:3]=[C:4]([CH:15]=[C:16]([O:20][CH3:21])[C:17]=2[O:18][CH3:19])[CH2:5][NH:6][C@@H:7]([C:9]2[CH:14]=[CH:13][CH:12]=[CH:11][CH:10]=2)[CH3:8])=[CH:26][CH:25]=1. The yield is 0.420.